Dataset: Catalyst prediction with 721,799 reactions and 888 catalyst types from USPTO. Task: Predict which catalyst facilitates the given reaction. (1) Reactant: [F:1][C:2]1[CH:7]=[CH:6][CH:5]=[CH:4][C:3]=1[C:8]1[N:9]=[N:10][N:11]([CH3:13])[CH:12]=1.[Li]CCCC.CN([CH:22]=[O:23])C.[Cl-].[NH4+]. Product: [F:1][C:2]1[CH:7]=[CH:6][CH:5]=[CH:4][C:3]=1[C:8]1[N:9]=[N:10][N:11]([CH3:13])[C:12]=1[CH:22]=[O:23]. The catalyst class is: 1. (2) Reactant: [Cl:1][C:2]1[N:3]=[C:4]([N:13]2[CH2:18][CH2:17][O:16][CH2:15][CH2:14]2)[C:5]2[S:10][C:9]([CH:11]=[O:12])=[N:8][C:6]=2[N:7]=1.[BH4-].[Na+]. Product: [Cl:1][C:2]1[N:3]=[C:4]([N:13]2[CH2:18][CH2:17][O:16][CH2:15][CH2:14]2)[C:5]2[S:10][C:9]([CH2:11][OH:12])=[N:8][C:6]=2[N:7]=1. The catalyst class is: 5. (3) Reactant: [Cl:1][C:2]1[CH:7]=[CH:6][CH:5]=[C:4]([Cl:8])[C:3]=1[CH2:9][CH2:10][OH:11].C(OI1(OC(=O)C)(OC(=O)C)C2C(=CC=CC=2)C(=O)O1)(=O)C.C([O-])(O)=O.[Na+].[O-]S([O-])(=S)=O.[Na+].[Na+]. Product: [Cl:1][C:2]1[CH:7]=[CH:6][CH:5]=[C:4]([Cl:8])[C:3]=1[CH2:9][CH:10]=[O:11]. The catalyst class is: 2. (4) Reactant: C1(S([CH2:9][C:10]2[CH:11]=[CH:12][N:13]3[C:18]=2[C:17]([NH:19][C:20]2[CH:25]=[CH:24][C:23]([O:26][CH2:27][C:28]4[CH:33]=[CH:32][CH:31]=[C:30]([F:34])[CH:29]=4)=[C:22]([Cl:35])[CH:21]=2)=[N:16][CH:15]=[N:14]3)=O)C=CC=CC=1.[NH:36]1[CH2:41][CH2:40][NH:39][CH2:38][CH2:37]1.NC1CCN(CC2C=CN3C=2C(NC2C=CC(OCC4C=CC=C(F)C=4)=C(Cl)C=2)=NC=N3)CC1.C(O)(C(F)(F)F)=O. Product: [Cl:35][C:22]1[CH:21]=[C:20]([NH:19][C:17]2[C:18]3=[C:10]([CH2:9][N:36]4[CH2:41][CH2:40][NH:39][CH2:38][CH2:37]4)[CH:11]=[CH:12][N:13]3[N:14]=[CH:15][N:16]=2)[CH:25]=[CH:24][C:23]=1[O:26][CH2:27][C:28]1[CH:33]=[CH:32][CH:31]=[C:30]([F:34])[CH:29]=1. The catalyst class is: 5. (5) Reactant: [CH2:1]([N:4]1[C:12](=[O:13])[C:11]2[N:10](COCC[Si](C)(C)C)[C:9]([C:22]3[CH:23]=[N:24][N:25]([CH2:27][C:28]#[C:29][C:30]4[CH:35]=[CH:34][C:33]([CH3:36])=[CH:32][CH:31]=4)[CH:26]=3)=[N:8][C:7]=2[N:6](COCC[Si](C)(C)C)[C:5]1=[O:45])[CH2:2][CH3:3].Cl. Product: [CH2:1]([N:4]1[C:12](=[O:13])[C:11]2[NH:10][C:9]([C:22]3[CH:23]=[N:24][N:25]([CH2:27][C:28]#[C:29][C:30]4[CH:35]=[CH:34][C:33]([CH3:36])=[CH:32][CH:31]=4)[CH:26]=3)=[N:8][C:7]=2[NH:6][C:5]1=[O:45])[CH2:2][CH3:3]. The catalyst class is: 8. (6) Reactant: [CH3:1][O:2][C:3]1[CH:4]=[C:5]2[C:9](=[CH:10][CH:11]=1)[NH:8][C:7]([CH3:16])(CC(O)=O)[CH2:6]2.CCN=C=NC[CH2:23][CH2:24]N(C)C.Cl.[F:29][C:30]1[CH:36]=[CH:35][C:33]([NH2:34])=[CH:32][CH:31]=1.[OH2:37]. Product: [F:29][C:30]1[CH:36]=[CH:35][C:33]([NH:34][C:23](=[O:37])[CH2:24][C:6]2[C:5]3[C:9](=[CH:10][CH:11]=[C:3]([O:2][CH3:1])[CH:4]=3)[NH:8][C:7]=2[CH3:16])=[CH:32][CH:31]=1. The catalyst class is: 64. (7) Reactant: [CH:1]1([OH:9])[CH2:8][CH2:7][CH2:6][CH2:5][CH2:4][CH:3]=[CH:2]1.C([N:13]([CH:16]([CH3:18])[CH3:17])[CH2:14]C)(C)C.[OH:19]N1C2C=CC=CC=2N=N1.NC1C=[CH:34][C:33]([CH:36]([OH:42])[C:37]([O:39][CH2:40][CH3:41])=[O:38])=[CH:32]C=1. Product: [CH2:40]([O:39][C:37](=[O:38])[CH:36]([C:33]1[CH:34]=[CH:17][C:16]([NH:13][C:14]([O:9][CH:1]2[CH2:8][CH2:7][CH2:6][CH2:5][CH2:4][CH:3]=[CH:2]2)=[O:19])=[CH:18][CH:32]=1)[OH:42])[CH3:41]. The catalyst class is: 1.